This data is from Peptide-MHC class II binding affinity with 134,281 pairs from IEDB. The task is: Regression. Given a peptide amino acid sequence and an MHC pseudo amino acid sequence, predict their binding affinity value. This is MHC class II binding data. (1) The peptide sequence is AVLVATNFFGINTIP. The MHC is HLA-DQA10401-DQB10402 with pseudo-sequence HLA-DQA10401-DQB10402. The binding affinity (normalized) is 0.407. (2) The peptide sequence is FNGGESKLKAEATTD. The MHC is DRB1_0401 with pseudo-sequence DRB1_0401. The binding affinity (normalized) is 0.387. (3) The peptide sequence is SQDLEHSWNLNGLQAY. The MHC is DRB1_0802 with pseudo-sequence DRB1_0802. The binding affinity (normalized) is 0.199. (4) The peptide sequence is SAIQGNVTSIHSLLD. The MHC is HLA-DPA10201-DPB10501 with pseudo-sequence YAFFQFSGGAILNTLFGQFEYFEIEKVRMHLDVT. The binding affinity (normalized) is 0.161.